The task is: Regression. Given a peptide amino acid sequence and an MHC pseudo amino acid sequence, predict their binding affinity value. This is MHC class II binding data.. This data is from Peptide-MHC class II binding affinity with 134,281 pairs from IEDB. (1) The peptide sequence is AAAAAYETAFAAIVP. The MHC is DRB1_0701 with pseudo-sequence DRB1_0701. The binding affinity (normalized) is 0.552. (2) The peptide sequence is DKYRTFVATFGAASNKAFAE. The MHC is HLA-DPA10201-DPB11401 with pseudo-sequence HLA-DPA10201-DPB11401. The binding affinity (normalized) is 0.548.